From a dataset of Peptide-MHC class II binding affinity with 134,281 pairs from IEDB. Regression. Given a peptide amino acid sequence and an MHC pseudo amino acid sequence, predict their binding affinity value. This is MHC class II binding data. (1) The peptide sequence is KFFYLLGLSAIMQVF. The MHC is DRB1_1101 with pseudo-sequence DRB1_1101. The binding affinity (normalized) is 0.670. (2) The binding affinity (normalized) is 0.119. The MHC is DRB1_0404 with pseudo-sequence DRB1_0404. The peptide sequence is SINYRTEIDKPCQHH. (3) The peptide sequence is RDHICLLRPLLWDYI. The MHC is DRB1_1101 with pseudo-sequence DRB1_1101. The binding affinity (normalized) is 0.616. (4) The peptide sequence is GRIQDLEKYVEDTKI. The MHC is DRB1_1302 with pseudo-sequence DRB1_1302. The binding affinity (normalized) is 0.154. (5) The peptide sequence is RIDTPEVLKGPFTVR. The MHC is HLA-DQA10501-DQB10301 with pseudo-sequence HLA-DQA10501-DQB10301. The binding affinity (normalized) is 0.387. (6) The peptide sequence is NKELRLMYVNCVKKN. The MHC is DRB1_0301 with pseudo-sequence DRB1_0301. The binding affinity (normalized) is 0.217. (7) The binding affinity (normalized) is 0.0375. The MHC is HLA-DQA10104-DQB10503 with pseudo-sequence HLA-DQA10104-DQB10503. The peptide sequence is YTVFETALKKAITAM. (8) The peptide sequence is NPCDYFPLKPTASKL. The MHC is DRB1_0101 with pseudo-sequence DRB1_0101. The binding affinity (normalized) is 0.932.